From a dataset of M1 muscarinic receptor antagonist screen with 61,756 compounds. Binary Classification. Given a drug SMILES string, predict its activity (active/inactive) in a high-throughput screening assay against a specified biological target. (1) The molecule is S(CC(=O)N1CCCC1)c1nc(nc2c1cccc2)C(C)C. The result is 0 (inactive). (2) The compound is ClC1=C(N2CCN(CC2)C)C(=O)N(C1=O)c1cc(Cl)ccc1. The result is 0 (inactive). (3) The molecule is N1(C2CCCC2)CCN(CC1)C(CCC)c1n(nnn1)C(CC)(C)C. The result is 0 (inactive).